From a dataset of Reaction yield outcomes from USPTO patents with 853,638 reactions. Predict the reaction yield, written as a fraction of the theoretical maximum amount of product (1.0 means a 100% yield; for example, 0.34 means a 34% yield). (1) The reactants are [N+:1]([C:4]1[CH:5]=[N:6][C:7]2[C:12]([C:13]=1O)=[CH:11][CH:10]=[CH:9][CH:8]=2)([O-:3])=[O:2].S(Cl)([Cl:17])=O.CN(C)C=O. The catalyst is ClCCl. The product is [Cl:17][C:13]1[C:12]2[C:7](=[CH:8][CH:9]=[CH:10][CH:11]=2)[N:6]=[CH:5][C:4]=1[N+:1]([O-:3])=[O:2]. The yield is 0.930. (2) The reactants are [C:1]([O:12]CC)(=[O:11])[C:2]([NH:4][C:5]1[CH:10]=[CH:9][CH:8]=[CH:7][CH:6]=1)=[O:3].[OH-].[Na+].Cl.C(OCC)(=O)C. The catalyst is C1COCC1. The product is [C:5]1([NH:4][C:2](=[O:3])[C:1]([OH:12])=[O:11])[CH:6]=[CH:7][CH:8]=[CH:9][CH:10]=1. The yield is 0.680. (3) The product is [CH:1]([C:4]1[N:5]=[C:6](/[CH:9]=[CH:10]/[C:11]2[CH:37]=[CH:36][N:14]3[C:15](=[O:35])[C:16](/[CH:26]=[CH:27]/[C:28]([OH:30])=[O:29])=[C:17]([O:19][CH2:20][CH:21]4[CH2:25][CH2:24][O:23][CH2:22]4)[N:18]=[C:13]3[CH:12]=2)[S:7][CH:8]=1)([CH3:3])[CH3:2]. The yield is 0.860. The reactants are [CH:1]([C:4]1[N:5]=[C:6](/[CH:9]=[CH:10]/[C:11]2[CH:37]=[CH:36][N:14]3[C:15](=[O:35])[C:16](/[CH:26]=[CH:27]/[C:28]([O:30]C(C)(C)C)=[O:29])=[C:17]([O:19][CH2:20][CH:21]4[CH2:25][CH2:24][O:23][CH2:22]4)[N:18]=[C:13]3[CH:12]=2)[S:7][CH:8]=1)([CH3:3])[CH3:2].Cl. The catalyst is O1CCOCC1. (4) The reactants are [Br:1][C:2]1[C:10]2[C:5](=[CH:6][CH:7]=[C:8]([C:11]#[N:12])[CH:9]=2)[N:4]([CH:13]2[CH2:18][CH2:17][CH2:16][CH2:15][O:14]2)[N:3]=1.[OH:19]O.[OH-].[Na+].Cl. The catalyst is C(O)C. The product is [Br:1][C:2]1[C:10]2[C:5](=[CH:6][CH:7]=[C:8]([C:11]([NH2:12])=[O:19])[CH:9]=2)[N:4]([CH:13]2[CH2:18][CH2:17][CH2:16][CH2:15][O:14]2)[N:3]=1. The yield is 0.950. (5) The reactants are [Cl:1][C:2]1[C:3]([F:31])=[C:4]([C@@H:8]2[C@:12]([C:15]3[CH:20]=[CH:19][C:18]([Cl:21])=[CH:17][C:16]=3[F:22])([C:13]#[N:14])[C@H:11]([CH2:23][C:24]([CH3:27])([CH3:26])[CH3:25])[NH:10][C@H:9]2[C:28](O)=[O:29])[CH:5]=[CH:6][CH:7]=1.CN(C(ON1N=NC2C=CC=NC1=2)=[N+](C)C)C.F[P-](F)(F)(F)(F)F.[CH3:56][O:57][C:58](=[O:69])[C:59]([C:62]1[CH:67]=[CH:66][C:65]([NH2:68])=[CH:64][CH:63]=1)([CH3:61])[CH3:60].C(N(C(C)C)CC)(C)C. The catalyst is C(Cl)Cl. The product is [CH3:56][O:57][C:58](=[O:69])[C:59]([C:62]1[CH:63]=[CH:64][C:65]([NH:68][C:28]([C@H:9]2[C@H:8]([C:4]3[CH:5]=[CH:6][CH:7]=[C:2]([Cl:1])[C:3]=3[F:31])[C@:12]([C:15]3[CH:20]=[CH:19][C:18]([Cl:21])=[CH:17][C:16]=3[F:22])([C:13]#[N:14])[C@H:11]([CH2:23][C:24]([CH3:25])([CH3:26])[CH3:27])[NH:10]2)=[O:29])=[CH:66][CH:67]=1)([CH3:61])[CH3:60]. The yield is 0.945.